Task: Predict which catalyst facilitates the given reaction.. Dataset: Catalyst prediction with 721,799 reactions and 888 catalyst types from USPTO (1) Product: [ClH:33].[ClH:33].[CH3:1][C:2]1[N:7]=[CH:6][N:5]=[C:4]([C:8]2[CH:9]=[C:10]3[C:14](=[CH:15][CH:16]=2)[C@H:13]([N:17]2[CH2:20][C:19]4([CH2:25][CH2:24][NH:23][CH2:22][CH2:21]4)[CH2:18]2)[CH2:12][CH2:11]3)[CH:3]=1. Reactant: [CH3:1][C:2]1[N:7]=[CH:6][N:5]=[C:4]([C:8]2[CH:9]=[C:10]3[C:14](=[CH:15][CH:16]=2)[C@H:13]([N:17]2[CH2:20][C:19]4([CH2:25][CH2:24][N:23](C(OC(C)(C)C)=O)[CH2:22][CH2:21]4)[CH2:18]2)[CH2:12][CH2:11]3)[CH:3]=1.[ClH:33]. The catalyst class is: 71. (2) Reactant: [Cl:1][C:2]1[CH:3]=[C:4]([CH:7]=[CH:8][N:9]=1)[C:5]#[N:6].[NH2:10][OH:11]. Product: [Cl:1][C:2]1[CH:3]=[C:4]([CH:7]=[CH:8][N:9]=1)[C:5](=[N:10][OH:11])[NH2:6]. The catalyst class is: 5. (3) Reactant: [CH2:1]([O:8][CH2:9][CH2:10][O:11][C:12]1[CH:17]=[CH:16][C:15]([NH:18][C:19](=[O:29])[CH2:20][C:21]2[CH:26]=[CH:25][C:24](Br)=[CH:23][C:22]=2[F:28])=[CH:14][C:13]=1[C:30]([F:33])([F:32])[F:31])[C:2]1[CH:7]=[CH:6][CH:5]=[CH:4][CH:3]=1.[CH2:34]([O:36][C:37]1[C:38]([O:52][CH2:53][C:54]2[CH:59]=[CH:58][C:57]([O:60][CH3:61])=[CH:56][CH:55]=2)=[N:39][CH:40]=[C:41](B2OC(C)(C)C(C)(C)O2)[CH:42]=1)[CH3:35].C([O-])([O-])=O.[Cs+].[Cs+]. Product: [CH2:1]([O:8][CH2:9][CH2:10][O:11][C:12]1[CH:17]=[CH:16][C:15]([NH:18][C:19](=[O:29])[CH2:20][C:21]2[CH:26]=[CH:25][C:24]([C:41]3[CH:40]=[N:39][C:38]([O:52][CH2:53][C:54]4[CH:55]=[CH:56][C:57]([O:60][CH3:61])=[CH:58][CH:59]=4)=[C:37]([O:36][CH2:34][CH3:35])[CH:42]=3)=[CH:23][C:22]=2[F:28])=[CH:14][C:13]=1[C:30]([F:33])([F:32])[F:31])[C:2]1[CH:7]=[CH:6][CH:5]=[CH:4][CH:3]=1. The catalyst class is: 117.